Task: Predict the reactants needed to synthesize the given product.. Dataset: Full USPTO retrosynthesis dataset with 1.9M reactions from patents (1976-2016) Given the product [CH:11]1[C:20]2[C:15](=[CH:16][CH:17]=[CH:18][CH:19]=2)[CH:14]=[C:13]([CH:21]=[O:22])[N:12]=1, predict the reactants needed to synthesize it. The reactants are: CS(C)=O.C(Cl)(=O)C(Cl)=O.[CH:11]1[C:20]2[C:15](=[CH:16][CH:17]=[CH:18][CH:19]=2)[CH:14]=[C:13]([CH2:21][OH:22])[N:12]=1.C(N(CC)CC)C.